The task is: Predict the product of the given reaction.. This data is from Forward reaction prediction with 1.9M reactions from USPTO patents (1976-2016). (1) Given the reactants [CH3:1][CH:2]([CH3:12])[CH2:3][CH2:4][C@@H:5]([CH2:9][CH:10]=[CH2:11])[C:6](O)=[O:7].Cl.[CH3:14][NH:15][O:16][CH3:17].Cl.CN(C)CCCN=C=NCC.ON1C2C=CC=CC=2N=N1.CN1CCOCC1, predict the reaction product. The product is: [CH3:17][O:16][N:15]([CH3:14])[C:6](=[O:7])[C@@H:5]([CH2:4][CH2:3][CH:2]([CH3:12])[CH3:1])[CH2:9][CH:10]=[CH2:11]. (2) Given the reactants [CH3:1][N:2]([CH2:4][C:5]1[CH:10]=[CH:9][C:8]([N+:11]([O-])=O)=[CH:7][CH:6]=1)[CH3:3].C(O)C.Cl, predict the reaction product. The product is: [CH3:3][N:2]([CH2:4][C:5]1[CH:10]=[CH:9][C:8]([NH2:11])=[CH:7][CH:6]=1)[CH3:1]. (3) Given the reactants [CH2:1]([N:8]1[CH2:13][C:12]2[N:14]=[C:15](F)[CH:16]=[CH:17][C:11]=2[N:10]([C:19]2[CH:24]=[CH:23][CH:22]=[CH:21][CH:20]=2)[C:9]1=[O:25])[C:2]1[CH:7]=[CH:6][CH:5]=[CH:4][CH:3]=1.[CH3:26][O:27][C:28]1[CH:35]=[C:34]([O:36][CH3:37])[CH:33]=[CH:32][C:29]=1[CH2:30][NH2:31], predict the reaction product. The product is: [CH2:1]([N:8]1[CH2:13][C:12]2[N:14]=[C:15]([NH:31][CH2:30][C:29]3[CH:32]=[CH:33][C:34]([O:36][CH3:37])=[CH:35][C:28]=3[O:27][CH3:26])[CH:16]=[CH:17][C:11]=2[N:10]([C:19]2[CH:24]=[CH:23][CH:22]=[CH:21][CH:20]=2)[C:9]1=[O:25])[C:2]1[CH:7]=[CH:6][CH:5]=[CH:4][CH:3]=1. (4) The product is: [CH2:1]([N:5]([C:19]([NH:21][CH2:22][C:23]([O:25][CH2:26][CH3:27])=[O:24])=[O:20])[C:6]1[CH:7]=[CH:8][C:9]([N:12]2[CH2:13][CH2:14][CH:15]([NH:28][CH2:29][C@H:30]([OH:31])[C:32]3[CH:33]=[CH:34][C:35]([OH:43])=[C:36]([NH:38][S:39]([CH3:42])(=[O:41])=[O:40])[CH:37]=3)[CH2:16][CH2:17]2)=[CH:10][CH:11]=1)[CH2:2][CH2:3][CH3:4]. Given the reactants [CH2:1]([N:5]([C:19]([NH:21][CH2:22][C:23]([O:25][CH2:26][CH3:27])=[O:24])=[O:20])[C:6]1[CH:11]=[CH:10][C:9]([N:12]2[CH2:17][CH2:16][C:15](=O)[CH2:14][CH2:13]2)=[CH:8][CH:7]=1)[CH2:2][CH2:3][CH3:4].[NH2:28][CH2:29][C@@H:30]([C:32]1[CH:33]=[CH:34][C:35]([OH:43])=[C:36]([NH:38][S:39]([CH3:42])(=[O:41])=[O:40])[CH:37]=1)[OH:31], predict the reaction product.